From a dataset of Full USPTO retrosynthesis dataset with 1.9M reactions from patents (1976-2016). Predict the reactants needed to synthesize the given product. (1) Given the product [CH2:1]([O:3][C:4](=[O:25])[CH2:5][CH:6]1[CH2:11][CH2:10][N:9]([C:12]2[C:17]([NH:18][C:30](=[O:31])[C:29]3[CH:33]=[CH:34][CH:35]=[C:27]([Cl:26])[CH:28]=3)=[CH:16][C:15]([C:19](=[O:24])[NH:20][CH:21]3[CH2:22][CH2:23]3)=[CH:14][N:13]=2)[CH2:8][CH2:7]1)[CH3:2], predict the reactants needed to synthesize it. The reactants are: [CH2:1]([O:3][C:4](=[O:25])[CH2:5][CH:6]1[CH2:11][CH2:10][N:9]([C:12]2[C:17]([NH2:18])=[CH:16][C:15]([C:19](=[O:24])[NH:20][CH:21]3[CH2:23][CH2:22]3)=[CH:14][N:13]=2)[CH2:8][CH2:7]1)[CH3:2].[Cl:26][C:27]1[CH:28]=[C:29]([CH:33]=[CH:34][CH:35]=1)[C:30](Cl)=[O:31]. (2) Given the product [CH:31]1([CH:9]2[C:8]3=[CH:7][NH:6][N:5]=[C:17]3[C:16]3[N:15]=[CH:14][CH:13]=[CH:12][C:11]=3[N:10]2[S:18]([C:21]2[CH:26]=[CH:25][C:24]([C:27]([F:30])([F:29])[F:28])=[CH:23][CH:22]=2)(=[O:20])=[O:19])[CH2:32][CH2:33]1, predict the reactants needed to synthesize it. The reactants are: C([N:5]1[C:17]2[C:16]3[N:15]=[CH:14][CH:13]=[CH:12][C:11]=3[N:10]([S:18]([C:21]3[CH:26]=[CH:25][C:24]([C:27]([F:30])([F:29])[F:28])=[CH:23][CH:22]=3)(=[O:20])=[O:19])[CH:9]([CH:31]3[CH2:33][CH2:32]3)[C:8]=2[CH:7]=[N:6]1)(C)(C)C.